Dataset: Full USPTO retrosynthesis dataset with 1.9M reactions from patents (1976-2016). Task: Predict the reactants needed to synthesize the given product. Given the product [CH2:1]([O:8][C:9]1[CH:14]=[CH:13][C:12]([N:15]2[C:16](=[O:22])[CH2:17][CH:18]([CH2:20][C:23]#[N:24])[CH2:19]2)=[CH:11][CH:10]=1)[C:2]1[CH:7]=[CH:6][CH:5]=[CH:4][CH:3]=1, predict the reactants needed to synthesize it. The reactants are: [CH2:1]([O:8][C:9]1[CH:14]=[CH:13][C:12]([N:15]2[CH2:19][CH:18]([CH2:20]Cl)[CH2:17][C:16]2=[O:22])=[CH:11][CH:10]=1)[C:2]1[CH:7]=[CH:6][CH:5]=[CH:4][CH:3]=1.[C-:23]#[N:24].[Na+].[I-].[Na+].